This data is from Catalyst prediction with 721,799 reactions and 888 catalyst types from USPTO. The task is: Predict which catalyst facilitates the given reaction. The catalyst class is: 187. Reactant: Cl[C:2]1[CH:11]=[C:10]([C:12]2[CH:13]=[N:14][C:15]([CH3:18])=[N:16][CH:17]=2)[C:9]2[CH2:8][CH2:7][CH2:6][CH2:5][C:4]=2[N:3]=1.[OH:19][CH2:20][C:21]1[CH:22]=[C:23]([CH:26]=[CH:27][CH:28]=1)[C:24]#[N:25].O(C(C)(C)C)[Na]. Product: [CH3:18][C:15]1[N:14]=[CH:13][C:12]([C:10]2[C:9]3[CH2:8][CH2:7][CH2:6][CH2:5][C:4]=3[N:3]=[C:2]([O:19][CH2:20][C:21]3[CH:22]=[C:23]([CH:26]=[CH:27][CH:28]=3)[C:24]#[N:25])[CH:11]=2)=[CH:17][N:16]=1.